Dataset: Catalyst prediction with 721,799 reactions and 888 catalyst types from USPTO. Task: Predict which catalyst facilitates the given reaction. Reactant: [N+:1]([C:4]1[CH:5]=[N:6][C:7]2[C:12]([C:13]=1[NH:14][CH2:15][CH2:16][O:17][C:18]1[CH:23]=[CH:22][CH:21]=[CH:20][CH:19]=1)=[CH:11][CH:10]=[CH:9][CH:8]=2)([O-])=O. Product: [O:17]([CH2:16][CH2:15][NH:14][C:13]1[C:12]2[C:7](=[CH:8][CH:9]=[CH:10][CH:11]=2)[N:6]=[CH:5][C:4]=1[NH2:1])[C:18]1[CH:23]=[CH:22][CH:21]=[CH:20][CH:19]=1. The catalyst class is: 612.